From a dataset of Full USPTO retrosynthesis dataset with 1.9M reactions from patents (1976-2016). Predict the reactants needed to synthesize the given product. (1) Given the product [CH3:49][S:46]([CH2:45][CH2:44][NH:5][CH2:6][C:7]1[CH:8]=[C:9]([NH:13][C:14]2[N:19]=[C:18]([C:20]3[C:21]([C:29]4[CH:30]=[C:31]([NH:35][C:36](=[O:43])[CH2:37][C:38]5[S:39][CH:40]=[CH:41][CH:42]=5)[CH:32]=[CH:33][CH:34]=4)=[N:22][N:23]4[CH:28]=[CH:27][CH:26]=[CH:25][C:24]=34)[CH:17]=[CH:16][N:15]=2)[CH:10]=[CH:11][CH:12]=1)(=[O:47])=[O:48], predict the reactants needed to synthesize it. The reactants are: FC(F)(F)C([N:5]([CH2:44][CH2:45][S:46]([CH3:49])(=[O:48])=[O:47])[CH2:6][C:7]1[CH:12]=[CH:11][CH:10]=[C:9]([NH:13][C:14]2[N:19]=[C:18]([C:20]3[C:21]([C:29]4[CH:34]=[CH:33][CH:32]=[C:31]([NH:35][C:36](=[O:43])[CH2:37][C:38]5[S:39][CH:40]=[CH:41][CH:42]=5)[CH:30]=4)=[N:22][N:23]4[CH:28]=[CH:27][CH:26]=[CH:25][C:24]=34)[CH:17]=[CH:16][N:15]=2)[CH:8]=1)=O.O[Li].O. (2) Given the product [C:49]([O:53][C:54]([NH:56][C:57]1([C:62]([O:64][CH2:65][CH3:66])=[O:63])[CH2:59][CH:58]1/[CH:60]=[CH:61]/[C:7]1[C:8]([CH3:46])([CH3:45])[C@H:9]2[C@:22]([CH3:25])([CH2:23][CH:24]=1)[C@@H:21]1[C@:12]([CH3:44])([C@@:13]3([CH3:43])[C@H:18]([CH2:19][CH2:20]1)[C@H:17]1[C@H:26]([C:29]([CH3:31])=[CH2:30])[CH2:27][CH2:28][C@:16]1([NH:32][CH2:33][CH2:34][N:35]1[CH2:36][CH2:37][S:38](=[O:42])(=[O:41])[CH2:39][CH2:40]1)[CH2:15][CH2:14]3)[CH2:11][CH2:10]2)=[O:55])([CH3:52])([CH3:50])[CH3:51], predict the reactants needed to synthesize it. The reactants are: FC(F)(F)S(O[C:7]1[C:8]([CH3:46])([CH3:45])[C@H:9]2[C@:22]([CH3:25])([CH2:23][CH:24]=1)[C@@H:21]1[C@:12]([CH3:44])([C@@:13]3([CH3:43])[C@H:18]([CH2:19][CH2:20]1)[C@H:17]1[C@H:26]([C:29]([CH3:31])=[CH2:30])[CH2:27][CH2:28][C@:16]1([NH:32][CH2:33][CH2:34][N:35]1[CH2:40][CH2:39][S:38](=[O:42])(=[O:41])[CH2:37][CH2:36]1)[CH2:15][CH2:14]3)[CH2:11][CH2:10]2)(=O)=O.[C:49]([O:53][C:54]([NH:56][C:57]1([C:62]([O:64][CH2:65][CH3:66])=[O:63])[CH2:59][CH:58]1[CH:60]=[CH2:61])=[O:55])([CH3:52])([CH3:51])[CH3:50].C1(N(C)C2CCCCC2)CCCCC1. (3) Given the product [CH:31]([O:30][C:28]1[CH:27]=[C:24]([CH:23]=[C:22]([O:21][CH:18]([CH3:20])[CH3:19])[CH:29]=1)[CH2:25][N:15]1[CH2:16][CH2:17][CH:12]([NH:11][C:9]2[O:8][C:7]3[C:2]([CH3:1])=[N:3][CH:4]=[CH:5][C:6]=3[N:10]=2)[CH2:13][CH2:14]1)([CH3:32])[CH3:33], predict the reactants needed to synthesize it. The reactants are: [CH3:1][C:2]1[C:7]2[O:8][C:9]([NH:11][CH:12]3[CH2:17][CH2:16][NH:15][CH2:14][CH2:13]3)=[N:10][C:6]=2[CH:5]=[CH:4][N:3]=1.[CH:18]([O:21][C:22]1[CH:23]=[C:24]([CH:27]=[C:28]([O:30][CH:31]([CH3:33])[CH3:32])[CH:29]=1)[CH:25]=O)([CH3:20])[CH3:19].OC1C=C(C=C(O)C=1)C=O.IC(C)C.C([O-])([O-])=O.[K+].[K+].C([BH3-])#N.[Na+].C(N(C(C)C)C(C)C)C.